This data is from Catalyst prediction with 721,799 reactions and 888 catalyst types from USPTO. The task is: Predict which catalyst facilitates the given reaction. (1) Reactant: [CH3:1][N:2]([C:15]1[CH:35]=[CH:34][C:18]([CH2:19][N:20]2[C:28]3[C:23](=[CH:24][CH:25]=[CH:26][CH:27]=3)[C:22]([CH2:29][C:30]([O:32]C)=[O:31])=[N:21]2)=[CH:17][CH:16]=1)[C:3]([C:5]1[CH:14]=[CH:13][C:12]2[C:7](=[CH:8][CH:9]=[CH:10][CH:11]=2)[CH:6]=1)=[O:4].O.[OH-].[Li+].O.Cl. Product: [CH3:1][N:2]([C:15]1[CH:35]=[CH:34][C:18]([CH2:19][N:20]2[C:28]3[C:23](=[CH:24][CH:25]=[CH:26][CH:27]=3)[C:22]([CH2:29][C:30]([OH:32])=[O:31])=[N:21]2)=[CH:17][CH:16]=1)[C:3]([C:5]1[CH:14]=[CH:13][C:12]2[C:7](=[CH:8][CH:9]=[CH:10][CH:11]=2)[CH:6]=1)=[O:4]. The catalyst class is: 7. (2) Reactant: [C:1]([O:5][C:6]([N:8]1[C:12]2=[N:13][CH:14]=[CH:15][C:16]([CH2:17][NH:18][C@H:19]([CH:23]3[CH2:27][CH2:26][CH2:25][CH2:24]3)[C:20](O)=[O:21])=[C:11]2[C:10]([C:28]([O:30][CH3:31])=[O:29])=[CH:9]1)=[O:7])([CH3:4])([CH3:3])[CH3:2].CN(C(ON1N=N[C:42]2[CH:43]=[CH:44][CH:45]=[N:46][C:41]1=2)=[N+](C)C)C.F[P-](F)(F)(F)(F)F.C1(N)CCCC1.CN1CCOCC1. Product: [CH:23]1([C@@H:19]([NH:18][CH2:17][C:16]2[CH:15]=[CH:14][N:13]=[C:12]3[N:8]([C:6]([O:5][C:1]([CH3:3])([CH3:2])[CH3:4])=[O:7])[CH:9]=[C:10]([C:28]([O:30][CH3:31])=[O:29])[C:11]=23)[C:20]([NH:46][CH:41]2[CH2:42][CH2:43][CH2:44][CH2:45]2)=[O:21])[CH2:27][CH2:26][CH2:25][CH2:24]1. The catalyst class is: 1.